Dataset: Full USPTO retrosynthesis dataset with 1.9M reactions from patents (1976-2016). Task: Predict the reactants needed to synthesize the given product. The reactants are: [Cl:1][C:2]1[CH:16]=[CH:15][C:5]([CH2:6][N:7]2[CH:11]=[CH:10][C:9]([N+:12]([O-])=O)=[N:8]2)=[CH:4][CH:3]=1. Given the product [Cl:1][C:2]1[CH:16]=[CH:15][C:5]([CH2:6][N:7]2[CH:11]=[CH:10][C:9]([NH2:12])=[N:8]2)=[CH:4][CH:3]=1, predict the reactants needed to synthesize it.